This data is from Forward reaction prediction with 1.9M reactions from USPTO patents (1976-2016). The task is: Predict the product of the given reaction. (1) Given the reactants [Si]([O:8][C:9]1[CH:10]=[C:11]([S:15]([C:18]2[CH:35]=[CH:34][C:21]3[CH2:22][CH2:23][N:24]([C:27]([O:29][C:30]([CH3:33])([CH3:32])[CH3:31])=[O:28])[CH2:25][CH2:26][C:20]=3[CH:19]=2)(=[O:17])=[O:16])[CH:12]=[CH:13][CH:14]=1)(C(C)(C)C)(C)C.C1COCC1, predict the reaction product. The product is: [OH:8][C:9]1[CH:10]=[C:11]([S:15]([C:18]2[CH:35]=[CH:34][C:21]3[CH2:22][CH2:23][N:24]([C:27]([O:29][C:30]([CH3:31])([CH3:32])[CH3:33])=[O:28])[CH2:25][CH2:26][C:20]=3[CH:19]=2)(=[O:16])=[O:17])[CH:12]=[CH:13][CH:14]=1. (2) Given the reactants [Br:1][C:2]1[CH:9]=[CH:8][C:5]([CH2:6]Br)=[CH:4][CH:3]=1.[NH:10]1[CH2:15][CH2:14][O:13][CH2:12][CH2:11]1.C(=O)([O-])[O-].[K+].[K+], predict the reaction product. The product is: [Br:1][C:2]1[CH:9]=[CH:8][C:5]([CH2:6][N:10]2[CH2:15][CH2:14][O:13][CH2:12][CH2:11]2)=[CH:4][CH:3]=1. (3) Given the reactants [NH2:1][CH:2]([CH2:6][C:7]1[C:15]2[C:10](=[N:11][CH:12]=[CH:13][CH:14]=2)[NH:9][CH:8]=1)[C:3]([OH:5])=[O:4].O=S(Cl)[Cl:18].[CH3:20]O, predict the reaction product. The product is: [ClH:18].[CH3:20][O:4][C:3](=[O:5])[CH:2]([NH2:1])[CH2:6][C:7]1[C:15]2[C:10](=[N:11][CH:12]=[CH:13][CH:14]=2)[NH:9][CH:8]=1. (4) Given the reactants [CH3:1][O:2][C:3](=[O:20])[CH2:4][CH2:5][CH2:6][CH2:7][C:8]([C:10]1[CH:15]=[C:14]([O:16][CH3:17])[CH:13]=[CH:12][C:11]=1[O:18][CH3:19])=O, predict the reaction product. The product is: [CH3:1][O:2][C:3](=[O:20])[CH2:4][CH2:5][CH2:6][CH2:7][CH2:8][C:10]1[CH:15]=[C:14]([O:16][CH3:17])[CH:13]=[CH:12][C:11]=1[O:18][CH3:19]. (5) Given the reactants [Cl:1][C:2]1[CH:10]=[CH:9][C:8]([NH:11][C:12]([C:14]2[O:15][CH:16]=[CH:17][CH:18]=2)=[O:13])=[CH:7][C:3]=1[C:4](O)=O.[NH2:19][C:20]1[C:25]([NH2:26])=[CH:24][C:23]([CH3:27])=[CH:22][N:21]=1, predict the reaction product. The product is: [Cl:1][C:2]1[CH:10]=[CH:9][C:8]([NH:11][C:12]([C:14]2[O:15][CH:16]=[CH:17][CH:18]=2)=[O:13])=[CH:7][C:3]=1[C:4]1[NH:26][C:25]2[C:20]([N:19]=1)=[N:21][CH:22]=[C:23]([CH3:27])[CH:24]=2. (6) Given the reactants [NH2:1][CH2:2][C@@H:3]1[CH2:7][C@@H:6]([F:8])[CH2:5][N:4]1[C:9]([NH:11][C:12]1[C:20]2[C:15](=[CH:16][CH:17]=[CH:18][CH:19]=2)[N:14]([C:21]([NH2:23])=[O:22])[CH:13]=1)=[O:10].[F:24][C:25]1[CH:30]=[CH:29][CH:28]=[CH:27][C:26]=1[S:31](Cl)(=[O:33])=[O:32].C(N(CC)CC)C.O, predict the reaction product. The product is: [F:8][C@H:6]1[CH2:5][N:4]([C:9]([NH:11][C:12]2[C:20]3[C:15](=[CH:16][CH:17]=[CH:18][CH:19]=3)[N:14]([C:21]([NH2:23])=[O:22])[CH:13]=2)=[O:10])[C@H:3]([CH2:2][NH:1][S:31]([C:26]2[CH:27]=[CH:28][CH:29]=[CH:30][C:25]=2[F:24])(=[O:33])=[O:32])[CH2:7]1. (7) Given the reactants Cl[C:2]1[C:11]2[C:6](=[CH:7][CH:8]=[CH:9][CH:10]=2)[NH:5]/[C:4](=[C:12]2/[C:13]([CH3:18])=[N:14][NH:15][C:16]/2=[O:17])/[CH:3]=1.[SH:19][C:20]1[CH:21]=[C:22]([CH:27]=[CH:28][CH:29]=1)[C:23]([O:25][CH3:26])=[O:24], predict the reaction product. The product is: [CH3:18][C:13]1=[N:14][NH:15][C:16](=[O:17])/[C:12]/1=[C:4]1\[NH:5][C:6]2[C:11]([C:2]([S:19][C:20]3[CH:21]=[C:22]([CH:27]=[CH:28][CH:29]=3)[C:23]([O:25][CH3:26])=[O:24])=[CH:3]\1)=[CH:10][CH:9]=[CH:8][CH:7]=2. (8) Given the reactants [C:1]([CH2:3][CH2:4][CH2:5][O:6][C:7]1[CH:35]=[CH:34][C:10]([C:11]([O:13][C:14]2[CH:19]=[CH:18][C:17](/[CH:20]=[CH:21]/[C:22]([O:24][CH2:25][CH2:26][CH2:27][CH2:28][CH2:29][CH2:30][CH2:31][CH2:32][OH:33])=[O:23])=[CH:16][CH:15]=2)=[O:12])=[CH:9][CH:8]=1)#[N:2].C(N(CC)CC)C.[C:43](O[C:43](=[O:47])[C:44]([CH3:46])=[CH2:45])(=[O:47])[C:44]([CH3:46])=[CH2:45].O, predict the reaction product. The product is: [C:1]([CH2:3][CH2:4][CH2:5][O:6][C:7]1[CH:35]=[CH:34][C:10]([C:11]([O:13][C:14]2[CH:19]=[CH:18][C:17](/[CH:20]=[CH:21]/[C:22]([O:24][CH2:25][CH2:26][CH2:27][CH2:28][CH2:29][CH2:30][CH2:31][CH2:32][O:33][C:43](=[O:47])[C:44]([CH3:46])=[CH2:45])=[O:23])=[CH:16][CH:15]=2)=[O:12])=[CH:9][CH:8]=1)#[N:2]. (9) Given the reactants P([O-])([O-])([O-])=O.[K+].[K+].[K+].Br[C:10]1[N:14]2[N:15]=[CH:16][CH:17]=[CH:18][C:13]2=[N:12][C:11]=1[C:19]([NH:21][CH:22]1[CH2:24][CH2:23]1)=[O:20].[Cl:25][C:26]1[C:31]([F:32])=[CH:30][C:29](B2OC(C)(C)C(C)(C)O2)=[C:28]([F:42])[CH:27]=1, predict the reaction product. The product is: [Cl:25][C:26]1[C:31]([F:32])=[CH:30][C:29]([C:10]2[N:14]3[N:15]=[CH:16][CH:17]=[CH:18][C:13]3=[N:12][C:11]=2[C:19]([NH:21][CH:22]2[CH2:24][CH2:23]2)=[O:20])=[C:28]([F:42])[CH:27]=1. (10) Given the reactants [Br:1][C:2]1[C:7]([F:8])=[CH:6][C:5]([F:9])=[C:4](Br)[CH:3]=1.C([Mg]Cl)(C)C.[CH3:16][O:17]B(OC)OC.C(OO)(=O)C.C(=O)([O-])[O-].[K+].[K+].IC, predict the reaction product. The product is: [Br:1][C:2]1[CH:3]=[C:4]([O:17][CH3:16])[C:5]([F:9])=[CH:6][C:7]=1[F:8].